This data is from Full USPTO retrosynthesis dataset with 1.9M reactions from patents (1976-2016). The task is: Predict the reactants needed to synthesize the given product. (1) The reactants are: [CH:1]1([C:7](Cl)=[O:8])[CH2:6][CH2:5][CH2:4][CH2:3][CH2:2]1.[N:10]1([CH2:16][CH2:17][CH2:18][O:19][C:20]2[CH:25]=[CH:24][C:23]([N:26]3[CH2:31][CH2:30][NH:29][CH2:28][CH2:27]3)=[CH:22][CH:21]=2)[CH2:15][CH2:14][CH2:13][CH2:12][CH2:11]1.C(N(CC)CC)C. Given the product [CH:1]1([C:7]([N:29]2[CH2:30][CH2:31][N:26]([C:23]3[CH:22]=[CH:21][C:20]([O:19][CH2:18][CH2:17][CH2:16][N:10]4[CH2:11][CH2:12][CH2:13][CH2:14][CH2:15]4)=[CH:25][CH:24]=3)[CH2:27][CH2:28]2)=[O:8])[CH2:6][CH2:5][CH2:4][CH2:3][CH2:2]1, predict the reactants needed to synthesize it. (2) Given the product [CH3:1][C:2]1[N:7]2[N:8]=[C:9]([CH2:11][CH2:12][C:13]3[N:17]([CH3:18])[N:16]=[C:15]([N:19]4[CH2:23][CH2:22][CH2:21][C:20]4=[O:24])[N:14]=3)[N:10]=[C:6]2[C:5]([CH3:25])=[N:4][CH:3]=1, predict the reactants needed to synthesize it. The reactants are: [CH3:1][C:2]1[N:7]2[N:8]=[C:9](/[CH:11]=[CH:12]/[C:13]3[N:17]([CH3:18])[N:16]=[C:15]([N:19]4[CH2:23][CH2:22][CH2:21][C:20]4=[O:24])[N:14]=3)[N:10]=[C:6]2[C:5]([CH3:25])=[N:4][CH:3]=1. (3) Given the product [Cl:24][C:25]1[CH:43]=[CH:42][C:28]2[NH:29][C:30]([C:32]3[CH:33]=[CH:34][C:35]([C:36]4[N:38]=[C:7]([C:6]5[CH:5]=[CH:4][C:3]([O:2][CH3:1])=[CH:11][CH:10]=5)[O:9][N:37]=4)=[CH:40][CH:41]=3)=[N:31][C:27]=2[CH:26]=1, predict the reactants needed to synthesize it. The reactants are: [CH3:1][O:2][C:3]1[CH:11]=[CH:10][C:6]([C:7]([OH:9])=O)=[CH:5][CH:4]=1.C(C1NC=CN=1)(C1NC=CN=1)=O.[Cl:24][C:25]1[CH:43]=[CH:42][C:28]2[NH:29][C:30]([C:32]3[CH:41]=[CH:40][C:35](/[C:36](=[N:38]/O)/[NH2:37])=[CH:34][CH:33]=3)=[N:31][C:27]=2[CH:26]=1. (4) Given the product [CH3:47][N:44]1[CH2:45][CH2:46][N:41]([S:22]([NH:21][C:4]2[C:3]3[C:7](=[C:8]([B:11]4[O:15][C:14]([CH3:17])([CH3:16])[C:13]([CH3:19])([CH3:18])[O:12]4)[CH:9]=[CH:10][CH:2]=3)[N:6]([CH3:20])[N:5]=2)(=[O:24])=[O:23])[CH2:42][CH2:43]1, predict the reactants needed to synthesize it. The reactants are: Cl[C:2]1[CH:10]=[CH:9][C:8]([B:11]2[O:15][C:14]([CH3:17])([CH3:16])[C:13]([CH3:19])([CH3:18])[O:12]2)=[C:7]2[C:3]=1[C:4]([NH:21][S:22](C)(=[O:24])=[O:23])=[N:5][N:6]2[CH3:20].BrC1C=CC=C2C=1N(C)N=C2NS([N:41]1[CH2:46][CH2:45][N:44]([CH3:47])[CH2:43][CH2:42]1)(=O)=O. (5) Given the product [F:1][C@@H:2]1[CH2:7][CH2:6][CH2:5][CH2:4][C@H:3]1[O:8][C:15]1[N:16]=[C:17]([O:41][CH2:42][CH2:43][CH3:44])[C:18]2[N:23]=[C:22]([C:24]3[CH:25]=[C:26]([CH3:40])[C:27]([O:28][CH2:29][C:30]([O:32][C:33]([CH3:34])([CH3:35])[CH3:36])=[O:31])=[C:37]([CH3:39])[CH:38]=3)[O:21][C:19]=2[N:20]=1, predict the reactants needed to synthesize it. The reactants are: [F:1][C@@H:2]1[CH2:7][CH2:6][CH2:5][CH2:4][C@H:3]1[OH:8].[H-].[Na+].CS([C:15]1[N:16]=[C:17]([O:41][CH2:42][CH2:43][CH3:44])[C:18]2[N:23]=[C:22]([C:24]3[CH:38]=[C:37]([CH3:39])[C:27]([O:28][CH2:29][C:30]([O:32][C:33]([CH3:36])([CH3:35])[CH3:34])=[O:31])=[C:26]([CH3:40])[CH:25]=3)[O:21][C:19]=2[N:20]=1)(=O)=O. (6) Given the product [CH2:2]([O:13][C:11]1[CH:12]=[C:7]([N:6]([CH3:18])[CH3:5])[CH:8]=[C:9]([F:17])[C:10]=1[N+:14]([O-:16])=[O:15])[CH:3]=[CH2:4], predict the reactants needed to synthesize it. The reactants are: I[CH2:2][CH:3]=[CH2:4].[CH3:5][N:6]([CH3:18])[C:7]1[CH:8]=[C:9]([F:17])[C:10]([N+:14]([O-:16])=[O:15])=[C:11]([OH:13])[CH:12]=1.C(=O)([O-])[O-].[K+].[K+]. (7) Given the product [Br:8][C:9]1[CH:14]=[CH:13][C:12]([CH:15]=[O:16])=[C:11]([CH2:17][CH3:18])[CH:10]=1, predict the reactants needed to synthesize it. The reactants are: [NH+]1([O-])CCOCC1.[Br:8][C:9]1[CH:14]=[CH:13][C:12]([CH2:15][OH:16])=[C:11]([CH2:17][CH3:18])[CH:10]=1. (8) Given the product [Cl:35][C:32]1[CH:31]=[CH:30][C:29]([N:21]2[C:20]([CH:13]([CH:14]3[CH2:19][CH2:18][CH2:17][CH2:16][CH2:15]3)[C:12]([NH:11][C:8]3[CH:9]=[CH:10][C:5]([C:4]([OH:38])=[O:3])=[CH:6][C:7]=3[F:37])=[O:36])=[C:28]3[C:23]([CH2:24][CH2:25][CH2:26][CH2:27]3)=[N:22]2)=[CH:34][CH:33]=1, predict the reactants needed to synthesize it. The reactants are: C([O:3][C:4](=[O:38])[C:5]1[CH:10]=[CH:9][C:8]([NH:11][C:12](=[O:36])[CH:13]([C:20]2[N:21]([C:29]3[CH:34]=[CH:33][C:32]([Cl:35])=[CH:31][CH:30]=3)[N:22]=[C:23]3[C:28]=2[CH2:27][CH2:26][CH2:25][CH2:24]3)[CH:14]2[CH2:19][CH2:18][CH2:17][CH2:16][CH2:15]2)=[C:7]([F:37])[CH:6]=1)C.[OH-].[Li+].